From a dataset of Reaction yield outcomes from USPTO patents with 853,638 reactions. Predict the reaction yield, written as a fraction of the theoretical maximum amount of product (1.0 means a 100% yield; for example, 0.34 means a 34% yield). (1) The reactants are Br[CH2:2][C:3]1[CH:12]=[CH:11][C:10]([O:13][CH3:14])=[CH:9][C:4]=1[C:5](OC)=[O:6].[NH3:15].CO. The catalyst is CO. The product is [CH3:14][O:13][C:10]1[CH:9]=[C:4]2[C:3]([CH2:2][NH:15][C:5]2=[O:6])=[CH:12][CH:11]=1. The yield is 0.650. (2) The reactants are [Br:1][C:2]1[CH:3]=[C:4]([CH:8]=[C:9]([Br:20])[C:10]=1[O:11][C:12]1[CH:17]=[CH:16][C:15]([O:18][CH3:19])=[CH:14][CH:13]=1)[CH:5]=[N:6][OH:7].[C:21]([O-])([O-])=O.[Cs+].[Cs+].[C:27]([O:30][CH2:31][CH3:32])(=[O:29])[CH3:28]. The catalyst is CN(C=O)C. The product is [Br:1][C:2]1[CH:3]=[C:4]([CH:8]=[C:9]([Br:20])[C:10]=1[O:11][C:12]1[CH:17]=[CH:16][C:15]([O:18][CH3:19])=[CH:14][CH:13]=1)[CH:5]=[N:6][O:7][CH:28]([CH3:21])[C:27]([O:30][CH2:31][CH3:32])=[O:29]. The yield is 0.900. (3) The reactants are C(=S)(OC1C=CC=CC=1)O[C@@H:3]1[C@@H:7]2[O:8][CH:9]([C:12]3[CH:17]=[CH:16][C:15]([O:18][CH3:19])=[CH:14][CH:13]=3)[O:10][CH2:11][C@@H:6]2[CH2:5][C@H:4]1[N:20]1[C:24]2[N:25]=[CH:26][N:27]=[C:28]([NH:29][C@@H:30]3[C:38]4[C:33](=[CH:34][CH:35]=[CH:36][CH:37]=4)[CH2:32][CH2:31]3)[C:23]=2[CH:22]=[CH:21]1.C([SnH](CCCC)CCCC)CCC.N(C(C)(C)C#N)=NC(C)(C)C#N. The catalyst is C1(C)C=CC=CC=1. The product is [C@@H:30]1([NH:29][C:28]2[C:23]3[CH:22]=[CH:21][N:20]([C@H:4]4[CH2:3][C@@H:7]5[O:8][CH:9]([C:12]6[CH:13]=[CH:14][C:15]([O:18][CH3:19])=[CH:16][CH:17]=6)[O:10][CH2:11][C@@H:6]5[CH2:5]4)[C:24]=3[N:25]=[CH:26][N:27]=2)[C:38]2[C:33](=[CH:34][CH:35]=[CH:36][CH:37]=2)[CH2:32][CH2:31]1. The yield is 0.790. (4) The reactants are C(O[C@H:5]1[C@H:10]([NH:11][C:12]([NH:14][CH3:15])=[S:13])[C@@H:9]([O:16][C:17](=[O:19])[CH3:18])[C@H:8]([O:20][C:21](=[O:23])[CH3:22])[C@@H:7]([CH2:24][O:25][C:26](=[O:28])[CH3:27])[O:6]1)(=O)C.Cl[Sn](Cl)(Cl)Cl. The catalyst is C(Cl)Cl. The product is [C:21]([O:20][C@@H:8]1[C@@H:7]([CH2:24][O:25][C:26](=[O:28])[CH3:27])[O:6][CH:5]2[CH:10]([N:11]=[C:12]([NH:14][CH3:15])[S:13]2)[C@H:9]1[O:16][C:17](=[O:19])[CH3:18])(=[O:23])[CH3:22]. The yield is 0.770. (5) The product is [Cl:33][C:30]1[CH:31]=[CH:32][C:27]([NH:26][C:25]([CH:6]2[CH:7]([C:8](=[O:24])[NH:9][C:10]3[CH:15]=[CH:14][C:13]([N:16]4[CH:21]=[CH:20][CH:19]=[CH:18][C:17]4=[O:22])=[CH:12][C:11]=3[F:23])[CH:5]2[C:3]([OH:4])=[O:2])=[O:34])=[N:28][CH:29]=1. The catalyst is C1COCC1. The reactants are C[O:2][C:3]([CH:5]1[CH:7]([C:8](=[O:24])[NH:9][C:10]2[CH:15]=[CH:14][C:13]([N:16]3[CH:21]=[CH:20][CH:19]=[CH:18][C:17]3=[O:22])=[CH:12][C:11]=2[F:23])[CH:6]1[C:25](=[O:34])[NH:26][C:27]1[CH:32]=[CH:31][C:30]([Cl:33])=[CH:29][N:28]=1)=[O:4].[Li+].[OH-].Cl. The yield is 0.680. (6) The reactants are [CH3:1][C:2]1[CH:3]=[C:4]([NH2:21])[C:5]([NH:8][CH2:9][C:10]2[CH:20]=[CH:19][C:13]3[N:14]=[C:15]([S:17][CH3:18])[S:16][C:12]=3[CH:11]=2)=[CH:6][CH:7]=1.[CH:22](OCC)(OCC)OCC. The catalyst is C(O)=O. The product is [CH3:1][C:2]1[CH:7]=[CH:6][C:5]2[N:8]([CH2:9][C:10]3[CH:20]=[CH:19][C:13]4[N:14]=[C:15]([S:17][CH3:18])[S:16][C:12]=4[CH:11]=3)[CH:22]=[N:21][C:4]=2[CH:3]=1. The yield is 0.850. (7) The catalyst is C1COCC1.CO. The yield is 0.990. The reactants are [OH-].[Na+].[C:3]([C:5]1([C:44]2[CH:60]=[CH:59][CH:58]=[CH:57][C:45]=2[CH2:46][O:47][CH2:48][CH2:49][C:50]([CH3:56])([CH3:55])[C:51]([O:53]C)=[O:52])[CH2:10][CH2:9][N:8]([C:11]([C@:13]2([O:34][C:35]3[CH:39]=[C:38]([C:40]([F:43])([F:42])[F:41])[S:37][CH:36]=3)[CH2:18][CH2:17][CH2:16][N:15]([C:19](=[O:30])[C:20]3[C:25]([C:26]([F:29])([F:28])[F:27])=[CH:24][CH:23]=[CH:22][N:21]=3)[C@@H:14]2[CH2:31][CH2:32][CH3:33])=[O:12])[CH2:7][CH2:6]1)#[N:4]. The product is [C:3]([C:5]1([C:44]2[CH:60]=[CH:59][CH:58]=[CH:57][C:45]=2[CH2:46][O:47][CH2:48][CH2:49][C:50]([CH3:56])([CH3:55])[C:51]([OH:53])=[O:52])[CH2:10][CH2:9][N:8]([C:11]([C@:13]2([O:34][C:35]3[CH:39]=[C:38]([C:40]([F:41])([F:43])[F:42])[S:37][CH:36]=3)[CH2:18][CH2:17][CH2:16][N:15]([C:19](=[O:30])[C:20]3[C:25]([C:26]([F:29])([F:28])[F:27])=[CH:24][CH:23]=[CH:22][N:21]=3)[C@@H:14]2[CH2:31][CH2:32][CH3:33])=[O:12])[CH2:7][CH2:6]1)#[N:4]. (8) The reactants are C1(P(C2C=CC=CC=2)C2C=CC=CC=2)C=CC=CC=1.[Br:20]Br.[CH:22]1[C:35]2[C:26](=[CH:27][C:28]3[C:33]([C:34]=2[CH2:36]O)=[CH:32][CH:31]=[CH:30][CH:29]=3)[CH:25]=[CH:24][CH:23]=1. The catalyst is C(#N)C. The product is [Br:20][CH2:36][C:34]1[C:35]2[C:26]([CH:27]=[C:28]3[C:33]=1[CH:32]=[CH:31][CH:30]=[CH:29]3)=[CH:25][CH:24]=[CH:23][CH:22]=2. The yield is 0.690. (9) The reactants are [CH3:1][O-].[Na+].[C:4]([O:12][CH3:13])(=[O:11])[CH2:5][CH2:6][C:7]([O:9]C)=[O:8].[CH2:14]([N:21]1[CH:25]=[CH:24][NH:23][C:22]1([CH3:28])C=O)[C:15]1[CH:20]=[CH:19][CH:18]=[CH:17][CH:16]=1. The catalyst is CO. The product is [CH2:14]([N:21]1[C:25](/[CH:1]=[C:5](/[C:4]([O:12][CH3:13])=[O:11])\[CH2:6][C:7]([OH:9])=[O:8])=[CH:24][N:23]=[C:22]1[CH3:28])[C:15]1[CH:20]=[CH:19][CH:18]=[CH:17][CH:16]=1. The yield is 0.340. (10) The reactants are [Br:1][C:2]1[C:3]([C:17]([F:20])([F:19])[F:18])=[CH:4][C:5]([N:8]2[C:12](=[O:13])[C:11]([CH3:14])=[C:10]([Cl:15])[C:9]2=[O:16])=[N:6][CH:7]=1.[BH4-].[Na+].O.C(OCC)(=O)C. The catalyst is CO.O1CCCC1. The product is [Br:1][C:2]1[C:3]([C:17]([F:20])([F:18])[F:19])=[CH:4][C:5]([N:8]2[C:9](=[O:16])[C:10]([Cl:15])=[C:11]([CH3:14])[CH:12]2[OH:13])=[N:6][CH:7]=1.[Br:1][C:2]1[C:3]([C:17]([F:20])([F:18])[F:19])=[CH:4][C:5]([N:8]2[C:12](=[O:13])[C:11]([CH3:14])=[C:10]([Cl:15])[CH:9]2[OH:16])=[N:6][CH:7]=1. The yield is 0.220.